This data is from NCI-60 drug combinations with 297,098 pairs across 59 cell lines. The task is: Regression. Given two drug SMILES strings and cell line genomic features, predict the synergy score measuring deviation from expected non-interaction effect. (1) Drug 1: C1CCN(CC1)CCOC2=CC=C(C=C2)C(=O)C3=C(SC4=C3C=CC(=C4)O)C5=CC=C(C=C5)O. Drug 2: C1C(C(OC1N2C=NC3=C2NC=NCC3O)CO)O. Cell line: OVCAR-4. Synergy scores: CSS=5.27, Synergy_ZIP=-1.83, Synergy_Bliss=1.06, Synergy_Loewe=1.46, Synergy_HSA=0.583. (2) Drug 1: CC(C1=C(C=CC(=C1Cl)F)Cl)OC2=C(N=CC(=C2)C3=CN(N=C3)C4CCNCC4)N. Drug 2: CN(C)N=NC1=C(NC=N1)C(=O)N. Cell line: SK-OV-3. Synergy scores: CSS=7.94, Synergy_ZIP=-1.78, Synergy_Bliss=-1.15, Synergy_Loewe=-2.70, Synergy_HSA=-1.06. (3) Drug 1: CC(C)CN1C=NC2=C1C3=CC=CC=C3N=C2N. Drug 2: C(CCl)NC(=O)N(CCCl)N=O. Cell line: UACC-257. Synergy scores: CSS=4.57, Synergy_ZIP=-1.46, Synergy_Bliss=-0.253, Synergy_Loewe=-0.400, Synergy_HSA=0.726.